From a dataset of Forward reaction prediction with 1.9M reactions from USPTO patents (1976-2016). Predict the product of the given reaction. (1) The product is: [F:14][C:12]1[CH:11]=[CH:10][C:9]2[C:15]3[CH:24]=[CH:23][C:22]4[CH:21]=[C:20]([OH:25])[CH:19]=[CH:18][C:17]=4[C:16]=3[CH:26]([C:27]3[CH:32]=[CH:31][C:30]([O:33][CH2:34][CH2:35][N:36]4[CH2:37][CH2:38][CH2:39][CH2:40][CH2:41]4)=[CH:29][CH:28]=3)[NH:7][C:8]=2[CH:13]=1. Given the reactants C(OC(=O)[NH:7][C:8]1[CH:13]=[C:12]([F:14])[CH:11]=[CH:10][C:9]=1[C:15]1[CH:24]=[CH:23][C:22]2[C:17](=[CH:18][CH:19]=[C:20]([OH:25])[CH:21]=2)[C:16]=1[C:26](=O)[C:27]1[CH:32]=[CH:31][C:30]([O:33][CH2:34][CH2:35][N:36]2[CH2:41][CH2:40][CH2:39][CH2:38][CH2:37]2)=[CH:29][CH:28]=1)(C)(C)C.C1(OC)C=CC=CC=1.FC(F)(F)C(O)=O.[BH4-].[Na+].C([BH3-])#N.[Na+], predict the reaction product. (2) Given the reactants Br[C:2]1[CH:7]=[CH:6][CH:5]=[C:4]([Br:8])[C:3]=1[CH3:9].[CH3:10][NH:11][C:12]1[CH:17]=[CH:16][CH:15]=[CH:14][CH:13]=1, predict the reaction product. The product is: [Br:8][C:4]1[C:3]([CH3:9])=[C:2]([N:11]([CH3:10])[C:12]2[CH:17]=[CH:16][CH:15]=[CH:14][CH:13]=2)[CH:7]=[CH:6][CH:5]=1. (3) Given the reactants [CH3:1][O:2][C:3](=[O:55])[C@@H:4]([NH:20][C:21]([C@@H:23]1[CH2:36][C:35]2[CH:34]=[C:33]3[C:28]([O:29][C@H:30]([C:39]4[CH:44]=[CH:43][C:42]([OH:45])=[CH:41][CH:40]=4)[C:31](=[O:38])[N:32]3[CH3:37])=[CH:27][C:26]=2[CH2:25][N:24]1[C@@H:46]([C:49]1[CH:54]=[CH:53][CH:52]=[CH:51][CH:50]=1)[CH2:47][CH3:48])=[O:22])[CH2:5][C:6]1[CH:11]=[CH:10][C:9]([C:12]2[CH:17]=[CH:16][C:15]([C:18]#[N:19])=[CH:14][CH:13]=2)=[CH:8][CH:7]=1.[Cl:56][C:57]1[CH:58]=[C:59]([CH:62]=[CH:63][C:64]=1[Cl:65])[CH2:60]Br.C(=O)([O-])[O-].[K+].[K+].C(=O)(O)[O-].[Na+], predict the reaction product. The product is: [CH3:1][O:2][C:3](=[O:55])[C@@H:4]([NH:20][C:21]([C@@H:23]1[CH2:36][C:35]2[CH:34]=[C:33]3[C:28]([O:29][C@H:30]([C:39]4[CH:40]=[CH:41][C:42]([O:45][CH2:60][C:59]5[CH:62]=[CH:63][C:64]([Cl:65])=[C:57]([Cl:56])[CH:58]=5)=[CH:43][CH:44]=4)[C:31](=[O:38])[N:32]3[CH3:37])=[CH:27][C:26]=2[CH2:25][N:24]1[C@@H:46]([C:49]1[CH:50]=[CH:51][CH:52]=[CH:53][CH:54]=1)[CH2:47][CH3:48])=[O:22])[CH2:5][C:6]1[CH:11]=[CH:10][C:9]([C:12]2[CH:13]=[CH:14][C:15]([C:18]#[N:19])=[CH:16][CH:17]=2)=[CH:8][CH:7]=1. (4) Given the reactants [NH2:1][C:2]1[CH:3]=[C:4]2[C:14](=[O:15])[NH:13][N:12]=[CH:11][C:6]3=[CH:7][NH:8][C:9]([CH:10]=1)=[C:5]23.[CH2:16]1[C:25]2[C:20](=[CH:21][CH:22]=[CH:23][CH:24]=2)[CH2:19][CH2:18][N:17]1[CH2:26][C:27]([OH:29])=O.C(N([CH2:35][CH3:36])CC)C.F[P-](F)(F)(F)(F)F.N1(OC(N(C)C)=[N+](C)C)[C:48]2N=C[CH:51]=[CH:52][C:47]=2N=N1, predict the reaction product. The product is: [CH2:16]1[C:25]2[C:20](=[CH:21][CH:22]=[CH:23][CH:24]=2)[CH2:19][CH2:18][N:17]1[CH2:26][C:27]([NH:1][C:2]1[CH:3]=[C:4]2[C:14](=[O:15])[NH:13][N:12]=[CH:11][C:6]3=[C:7]([C:36]4[CH:35]=[CH:51][CH:52]=[CH:47][CH:48]=4)[NH:8][C:9]([CH:10]=1)=[C:5]23)=[O:29]. (5) Given the reactants [CH3:1][O:2][CH2:3][CH2:4][O:5][C:6]1[C:7]([CH3:19])=[C:8]([CH:13]=[CH:14][C:15]=1[N+]([O-])=O)[C:9]([O:11][CH3:12])=[O:10].[CH3:20][S-:21].[Na+].C(OCC)(=O)C, predict the reaction product. The product is: [CH3:1][O:2][CH2:3][CH2:4][O:5][C:6]1[C:7]([CH3:19])=[C:8]([CH:13]=[CH:14][C:15]=1[S:21][CH3:20])[C:9]([O:11][CH3:12])=[O:10].